Dataset: CYP2D6 inhibition data for predicting drug metabolism from PubChem BioAssay. Task: Regression/Classification. Given a drug SMILES string, predict its absorption, distribution, metabolism, or excretion properties. Task type varies by dataset: regression for continuous measurements (e.g., permeability, clearance, half-life) or binary classification for categorical outcomes (e.g., BBB penetration, CYP inhibition). Dataset: cyp2d6_veith. (1) The compound is CN(C(=O)CSc1ncccc1C(=O)O)c1ccccc1. The result is 0 (non-inhibitor). (2) The compound is CCOC(=O)Cn1nnc2c(sc3nc4c(c(-c5ccc(Cl)cc5)c32)CCC4)c1=O. The result is 0 (non-inhibitor). (3) The molecule is NCCSC[C@H](N)C(=O)O. The result is 0 (non-inhibitor). (4) The molecule is Cc1cc(C)c2c(=O)[nH]c(SCC(=O)N(C)C)nc2n1. The result is 0 (non-inhibitor). (5) The result is 1 (inhibitor). The molecule is CCc1cc2c(nc1CC)CCN(CC/C(C)=N/O[C@@H](C)CN1CCCc3nc(C)c(C)cc31)C2. (6) The compound is CSc1cccc(NC(=O)CN(c2ccccc2)S(=O)(=O)N(C)C)c1. The result is 1 (inhibitor). (7) The compound is Cc1[nH]nc(N2CCCCCC2)c1[N+](=O)[O-]. The result is 1 (inhibitor). (8) The drug is COc1cccc(Cn2c(=O)c(-c3cccc(C#N)c3)nc3cnc(Nc4ccccc4)nc32)c1. The result is 0 (non-inhibitor). (9) The molecule is Clc1ccc(CSCc2ccc(Cl)cc2Cl)c(Cl)c1. The result is 0 (non-inhibitor).